The task is: Predict the reaction yield, written as a fraction of the theoretical maximum amount of product (1.0 means a 100% yield; for example, 0.34 means a 34% yield).. This data is from Reaction yield outcomes from USPTO patents with 853,638 reactions. (1) The reactants are [Cl:1][C:2]1[CH:3]=[C:4]([SH:9])[CH:5]=[CH:6][C:7]=1[Cl:8].Br[CH2:11][CH2:12][CH2:13][N:14]1[C:22](=[O:23])[C:21]2[C:16](=[CH:17][CH:18]=[CH:19][CH:20]=2)[C:15]1=[O:24].C([O-])([O-])=O.[Cs+].[Cs+].O. The catalyst is CN(C=O)C. The product is [Cl:1][C:2]1[CH:3]=[C:4]([S:9][CH2:11][CH2:12][CH2:13][N:14]2[C:22](=[O:23])[C:21]3[C:16](=[CH:17][CH:18]=[CH:19][CH:20]=3)[C:15]2=[O:24])[CH:5]=[CH:6][C:7]=1[Cl:8]. The yield is 0.743. (2) The reactants are [NH2:1][C@H:2]([CH3:6])[C:3]([OH:5])=[O:4].CN(C)C(N(C)C)=N.C([O:18][CH2:19][C:20]([F:23])([F:22])[F:21])(=O)C. The catalyst is CO. The product is [F:21][C:20]([F:23])([F:22])[C:19]([NH:1][C@H:2]([CH3:6])[C:3]([OH:5])=[O:4])=[O:18]. The yield is 0.973. (3) The reactants are Br.Br[CH2:3][C:4]([C:6]1[CH:11]=[CH:10][C:9]([Br:12])=[CH:8][N:7]=1)=[O:5].[NH:13]1[CH:17]=[CH:16][N:15]=[CH:14]1. The catalyst is C1COCC1.ClCCl. The product is [Br:12][C:9]1[CH:10]=[CH:11][C:6]([C:4](=[O:5])[CH2:3][N:13]2[CH:17]=[CH:16][N:15]=[CH:14]2)=[N:7][CH:8]=1. The yield is 0.610. (4) The yield is 0.450. The reactants are N([C:10]([O:12][C:13]([CH3:16])([CH3:15])[CH3:14])=O)N[C:10]([O:12][C:13]([CH3:16])([CH3:15])[CH3:14])=O.[Cl:17][C:18]1[CH:19]=[C:20]([CH:33]=[CH:34][C:35]=1[O:36][CH2:37][C:38]1[CH:43]=[CH:42][CH:41]=[CH:40][N:39]=1)[NH:21][C:22]1[C:31]2[C:26](=[CH:27][CH:28]=[CH:29]C=2O)[N:25]=[CH:24][N:23]=1.[CH3:44][N:45](C)[C:46](C)(C)CO.C1(P(C2C=CC=CC=2)C2C=CC=CC=2)C=CC=CC=1. The product is [Cl:17][C:18]1[CH:19]=[C:20]([NH:21][C:22]2[C:31]3[C:26](=[CH:27][CH:28]=[CH:29][C:10]=3[O:12][C:13]([CH3:14])([CH3:15])[CH2:16][N:45]([CH3:46])[CH3:44])[N:25]=[CH:24][N:23]=2)[CH:33]=[CH:34][C:35]=1[O:36][CH2:37][C:38]1[CH:43]=[CH:42][CH:41]=[CH:40][N:39]=1. The catalyst is C(Cl)Cl. (5) The catalyst is CC(O)C. The yield is 0.590. The product is [O:9]=[C:1]1[NH:14][CH2:11][CH2:12][NH:13][CH:2]1[CH2:3][C:4]([O:6][CH3:7])=[O:5]. The reactants are [C:1]([O:9]C)(=O)/[CH:2]=[CH:3]\[C:4]([O:6][CH3:7])=[O:5].[CH2:11]([NH2:14])[CH2:12][NH2:13]. (6) The reactants are [Cl:1][C:2]1[CH:7]=[CH:6][C:5]([C:8]2([OH:14])[CH2:13][CH2:12][NH:11][CH2:10][CH2:9]2)=[CH:4][C:3]=1[C:15]([F:18])([F:17])[F:16].N1C=CC=CC=1.Cl[C:26]([O:28][CH2:29][CH3:30])=[O:27]. The catalyst is C(Cl)Cl. The product is [CH2:29]([O:28][C:26]([N:11]1[CH2:10][CH2:9][C:8]([C:5]2[CH:6]=[CH:7][C:2]([Cl:1])=[C:3]([C:15]([F:18])([F:16])[F:17])[CH:4]=2)([OH:14])[CH2:13][CH2:12]1)=[O:27])[CH3:30]. The yield is 0.810. (7) The reactants are [NH2:1][C:2]1[C:7]([C:8]#[N:9])=[CH:6][C:5]([C:10]#[N:11])=[C:4]([CH3:12])[N:3]=1.CO[CH:15](OC)[N:16]([CH3:18])[CH3:17]. The catalyst is C1(C)C=CC=CC=1. The product is [C:8]([C:7]1[C:2]([N:1]=[CH:15][N:16]([CH3:18])[CH3:17])=[N:3][C:4]([CH3:12])=[C:5]([C:10]#[N:11])[CH:6]=1)#[N:9]. The yield is 0.940.